Dataset: Forward reaction prediction with 1.9M reactions from USPTO patents (1976-2016). Task: Predict the product of the given reaction. (1) Given the reactants [OH:1][C:2]1[CH:3]=[C:4]([CH2:12][C:13]([OH:15])=[O:14])[CH:5]=[C:6]([C:8]([F:11])([F:10])[F:9])[CH:7]=1.[F:16][C:17]1[CH:34]=[CH:33][C:20]([CH2:21][S:22]([C:25]2[CH:30]=[CH:29][C:28](F)=[C:27]([F:32])[CH:26]=2)(=[O:24])=[O:23])=[CH:19][CH:18]=1.C(=O)([O-])[O-].[Cs+].[Cs+].Cl, predict the reaction product. The product is: [F:32][C:27]1[CH:26]=[C:25]([S:22]([CH2:21][C:20]2[CH:19]=[CH:18][C:17]([F:16])=[CH:34][CH:33]=2)(=[O:24])=[O:23])[CH:30]=[CH:29][C:28]=1[O:1][C:2]1[CH:3]=[C:4]([CH2:12][C:13]([OH:15])=[O:14])[CH:5]=[C:6]([C:8]([F:9])([F:10])[F:11])[CH:7]=1. (2) Given the reactants [O:1]1[C:6]2[CH:7]=[CH:8][CH:9]=[CH:10][C:5]=2[O:4][CH2:3][CH:2]1[CH2:11][CH2:12][NH2:13].[S:14](N)([NH2:17])(=[O:16])=[O:15], predict the reaction product. The product is: [O:1]1[C:6]2[CH:7]=[CH:8][CH:9]=[CH:10][C:5]=2[O:4][CH2:3][CH:2]1[CH2:11][CH2:12][NH:13][S:14]([NH2:17])(=[O:16])=[O:15]. (3) Given the reactants [C:1](=[O:4])([O-])[NH2:2].[C:5](#[N:13])[C:6]1[C:7](=[CH:9][CH:10]=[CH:11][CH:12]=1)N.[N:14]1[CH:19]=[CH:18][C:17]([C:20]([NH:22][NH2:23])=O)=[CH:16][CH:15]=1.C(N(CCC)CCC)CC, predict the reaction product. The product is: [N:14]1[CH:19]=[CH:18][C:17]([C:20]2[N:13]=[C:5]3[N:23]([C:1](=[O:4])[NH:2][C:12]4[CH:11]=[CH:10][CH:9]=[CH:7][C:6]=43)[N:22]=2)=[CH:16][CH:15]=1. (4) Given the reactants [Br:1][C:2]1[CH:3]=[C:4]([SH:8])[CH:5]=[CH:6][CH:7]=1.Cl[CH2:10][C:11](=[O:14])[CH2:12][CH3:13], predict the reaction product. The product is: [Br:1][C:2]1[CH:3]=[C:4]([S:8][CH2:10][C:11](=[O:14])[CH2:12][CH3:13])[CH:5]=[CH:6][CH:7]=1. (5) Given the reactants [Br:1][C:2]1[CH:7]=[CH:6][C:5]([S:8]([O:11][CH2:12][CH2:13][CH2:14][O:15][C:16]2[CH:21]=[CH:20][C:19]([CH2:22][NH:23][C:24]([NH:33]C(OC(C)(C)C)=O)=[N:25]C(OC(C)(C)C)=O)=[CH:18][C:17]=2[Br:41])(=[O:10])=[O:9])=[CH:4][CH:3]=1.[F:42][C:43]([F:48])([F:47])[C:44]([OH:46])=[O:45], predict the reaction product. The product is: [F:42][C:43]([F:48])([F:47])[C:44]([OH:46])=[O:45].[Br:1][C:2]1[CH:7]=[CH:6][C:5]([S:8]([O:11][CH2:12][CH2:13][CH2:14][O:15][C:16]2[CH:21]=[CH:20][C:19]([CH2:22][NH:23][C:24]([NH2:33])=[NH:25])=[CH:18][C:17]=2[Br:41])(=[O:10])=[O:9])=[CH:4][CH:3]=1. (6) Given the reactants [OH:1][CH2:2][C:3]1[N:8]=[N:7][C:6]([CH2:9][OH:10])=[CH:5][CH:4]=1.Cl[C:12]1[C:21]2[C:16](=[CH:17][CH:18]=[CH:19][CH:20]=2)[C:15]2=[N:22][N:23]=[C:24]([C:25]3[CH:29]=[C:28]([CH3:30])[O:27][N:26]=3)[N:14]2[N:13]=1, predict the reaction product. The product is: [CH3:30][C:28]1[O:27][N:26]=[C:25]([C:24]2[N:14]3[N:13]=[C:12]([O:1][CH2:2][C:3]4[N:8]=[N:7][C:6]([CH2:9][OH:10])=[CH:5][CH:4]=4)[C:21]4[C:16]([C:15]3=[N:22][N:23]=2)=[CH:17][CH:18]=[CH:19][CH:20]=4)[CH:29]=1. (7) Given the reactants [F:1][C:2]1[CH:3]=[C:4]([CH:7]=[CH:8][C:9]=1[N:10]1[CH2:15][CH2:14][N:13]([C:16]2[NH:17][C:18](=[O:26])[C:19]3[CH:24]=[N:23][N:22]([CH3:25])[C:20]=3[N:21]=2)[CH2:12][CH2:11]1)[C:5]#[N:6].[N-:27]=[N+:28]=[N-:29].[Na+].[Cl-].[NH4+], predict the reaction product. The product is: [F:1][C:2]1[CH:3]=[C:4]([C:5]2[NH:29][N:28]=[N:27][N:6]=2)[CH:7]=[CH:8][C:9]=1[N:10]1[CH2:11][CH2:12][N:13]([C:16]2[NH:17][C:18](=[O:26])[C:19]3[CH:24]=[N:23][N:22]([CH3:25])[C:20]=3[N:21]=2)[CH2:14][CH2:15]1.